This data is from Catalyst prediction with 721,799 reactions and 888 catalyst types from USPTO. The task is: Predict which catalyst facilitates the given reaction. (1) Reactant: [C:1]([O:5][C:6]([N:8]1[CH2:13][CH:12]=[C:11]([C:14]2[N:19]3[CH:20]=[N:21][N:22]=[C:18]3[C:17]([C:23]3[CH:28]=[CH:27][CH:26]=[C:25]([C:29]([F:32])([F:31])[F:30])[CH:24]=3)=[C:16]([C:33]3[CH:38]=[CH:37][N:36]=[C:35](Cl)[CH:34]=3)[N:15]=2)[CH2:10][CH2:9]1)=[O:7])([CH3:4])([CH3:3])[CH3:2].[CH3:40][C@H:41]([NH2:48])[C:42]1[CH:47]=[CH:46][CH:45]=[CH:44][CH:43]=1.C1C=CC(P(C2C(C3C(P(C4C=CC=CC=4)C4C=CC=CC=4)=CC=C4C=3C=CC=C4)=C3C(C=CC=C3)=CC=2)C2C=CC=CC=2)=CC=1.CC(C)([O-])C.[Na+]. Product: [C:1]([O:5][C:6]([N:8]1[CH2:13][CH:12]=[C:11]([C:14]2[N:19]3[CH:20]=[N:21][N:22]=[C:18]3[C:17]([C:23]3[CH:28]=[CH:27][CH:26]=[C:25]([C:29]([F:32])([F:31])[F:30])[CH:24]=3)=[C:16]([C:33]3[CH:38]=[CH:37][N:36]=[C:35]([NH:48][C@H:41]([C:42]4[CH:47]=[CH:46][CH:45]=[CH:44][CH:43]=4)[CH3:40])[CH:34]=3)[N:15]=2)[CH2:10][CH2:9]1)=[O:7])([CH3:4])([CH3:3])[CH3:2]. The catalyst class is: 164. (2) Reactant: [C:1]([OH:12])(=[O:11])[CH2:2][CH2:3][CH2:4][CH2:5][CH2:6][CH2:7][C:8]([OH:10])=O. Product: [O:12]1[C:1](=[O:11])[CH2:2][CH2:3][CH2:4][CH2:5][CH2:6][CH2:7][C:8]1=[O:10]. The catalyst class is: 152. (3) Product: [CH3:1][O:2][C:3]([C:5]1[S:34][C:8]2[N:9]=[CH:10][N:11]=[C:12]([NH:13][C:14]3[CH:19]=[CH:18][C:17]([F:20])=[CH:16][C:15]=3[O:21][CH:22]3[CH2:26][CH2:25][NH:24][CH2:23]3)[C:7]=2[C:6]=1[CH3:35])=[O:4]. The catalyst class is: 71. Reactant: [CH3:1][O:2][C:3]([C:5]1[S:34][C:8]2[N:9]=[CH:10][N:11]=[C:12]([NH:13][C:14]3[CH:19]=[CH:18][C:17]([F:20])=[CH:16][C:15]=3[O:21][CH:22]3[CH2:26][CH2:25][N:24](C(OC(C)(C)C)=O)[CH2:23]3)[C:7]=2[C:6]=1[CH3:35])=[O:4].Cl. (4) Reactant: [Si]([O:8][C@H:9]1[CH2:13][C@H:12]([O:14][C:15]2[CH:20]=[CH:19][N:18]=[C:17]3[NH:21][C:22]([C:24]4[C:33]5[C:28](=[CH:29][CH:30]=[CH:31][CH:32]=5)[CH:27]=[CH:26][CH:25]=4)=[N:23][C:16]=23)[CH2:11][C@H:10]1[CH2:34][OH:35])(C(C)(C)C)(C)C.Cl[S:37]([NH2:40])(=[O:39])=[O:38].Cl.C([O-])([O-])=O.[Na+].[Na+]. Product: [S:37](=[O:39])(=[O:38])([O:35][CH2:34][C@@H:10]1[CH2:11][C@@H:12]([O:14][C:15]2[CH:20]=[CH:19][N:18]=[C:17]3[NH:21][C:22]([C:24]4[C:33]5[C:28](=[CH:29][CH:30]=[CH:31][CH:32]=5)[CH:27]=[CH:26][CH:25]=4)=[N:23][C:16]=23)[CH2:13][C@@H:9]1[OH:8])[NH2:40]. The catalyst class is: 287.